The task is: Predict the product of the given reaction.. This data is from Forward reaction prediction with 1.9M reactions from USPTO patents (1976-2016). (1) Given the reactants [OH:1][C:2]1[C:3]([CH2:8][OH:9])=[N:4][CH:5]=[CH:6][CH:7]=1.[OH-].[K+].[CH2:12](Br)[C:13]1[CH:18]=[CH:17][CH:16]=[CH:15][CH:14]=1, predict the reaction product. The product is: [CH2:12]([O:1][C:2]1[C:3]([CH2:8][OH:9])=[N:4][CH:5]=[CH:6][CH:7]=1)[C:13]1[CH:18]=[CH:17][CH:16]=[CH:15][CH:14]=1. (2) Given the reactants [NH2:1][C:2]1[CH:10]=[C:9]2[C:5]([CH:6]=[C:7]([C:18](=[O:34])[NH:19][C:20]3[CH:21]=[C:22]([C:26]4[CH:31]=[CH:30][C:29]([F:32])=[CH:28][C:27]=4[F:33])[CH:23]=[CH:24][CH:25]=3)[N:8]2[C:11]([O:13][C:14]([CH3:17])([CH3:16])[CH3:15])=[O:12])=[CH:4][CH:3]=1.[CH3:35][NH:36][S:37](Cl)(=[O:39])=[O:38], predict the reaction product. The product is: [F:33][C:27]1[CH:28]=[C:29]([F:32])[CH:30]=[CH:31][C:26]=1[C:22]1[CH:23]=[CH:24][CH:25]=[C:20]([NH:19][C:18]([C:7]2[N:8]([C:11]([O:13][C:14]([CH3:15])([CH3:17])[CH3:16])=[O:12])[C:9]3[C:5]([CH:6]=2)=[CH:4][CH:3]=[C:2]([NH:1][S:37](=[O:39])(=[O:38])[NH:36][CH3:35])[CH:10]=3)=[O:34])[CH:21]=1. (3) The product is: [CH2:5]([N:7]1[CH:11]=[C:10]([C:12]([Cl:3])=[O:13])[C:9]([NH:15][S:16]([C:19]2[CH:24]=[CH:23][C:22]([O:25][CH2:26][C:27]3[N:28]=[C:29]([C:33]4[CH:38]=[CH:37][CH:36]=[CH:35][CH:34]=4)[O:30][C:31]=3[CH3:32])=[CH:21][CH:20]=2)(=[O:18])=[O:17])=[N:8]1)[CH3:6]. Given the reactants S(Cl)([Cl:3])=O.[CH2:5]([N:7]1[CH:11]=[C:10]([C:12](O)=[O:13])[C:9]([NH:15][S:16]([C:19]2[CH:24]=[CH:23][C:22]([O:25][CH2:26][C:27]3[N:28]=[C:29]([C:33]4[CH:38]=[CH:37][CH:36]=[CH:35][CH:34]=4)[O:30][C:31]=3[CH3:32])=[CH:21][CH:20]=2)(=[O:18])=[O:17])=[N:8]1)[CH3:6], predict the reaction product. (4) Given the reactants Cl.[CH3:2][C:3]([NH:6][NH2:7])([CH3:5])[CH3:4].C(N(CC)CC)C.O=[C:16]([CH:21]1[CH2:26][CH2:25][N:24]([C:27]([O:29][C:30]([CH3:33])([CH3:32])[CH3:31])=[O:28])[CH2:23][CH2:22]1)[CH2:17][C:18](=O)[CH3:19], predict the reaction product. The product is: [CH3:2][C:3]([N:6]1[C:16]([CH:21]2[CH2:26][CH2:25][N:24]([C:27]([O:29][C:30]([CH3:33])([CH3:32])[CH3:31])=[O:28])[CH2:23][CH2:22]2)=[CH:17][C:18]([CH3:19])=[N:7]1)([CH3:5])[CH3:4].